Dataset: CYP2D6 inhibition data for predicting drug metabolism from PubChem BioAssay. Task: Regression/Classification. Given a drug SMILES string, predict its absorption, distribution, metabolism, or excretion properties. Task type varies by dataset: regression for continuous measurements (e.g., permeability, clearance, half-life) or binary classification for categorical outcomes (e.g., BBB penetration, CYP inhibition). Dataset: cyp2d6_veith. The compound is CCOP(=O)(OCC)c1nc(/C=C/c2ccccc2)oc1NCc1ccccc1. The result is 0 (non-inhibitor).